The task is: Predict which catalyst facilitates the given reaction.. This data is from Catalyst prediction with 721,799 reactions and 888 catalyst types from USPTO. Reactant: [CH3:1][N:2]1[CH2:13][CH2:12][C:5]2([NH:9][C:8](=[O:10])[NH:7][C:6]2=[O:11])[CH2:4][CH2:3]1.CS(O[CH2:19][CH2:20][O:21][C:22]1[CH:27]=[CH:26][C:25]([C:28]2[CH:33]=[C:32]3[N:34]([CH3:37])[CH2:35][N:36]=[C:31]3N(C#N)C=2)=[CH:24][C:23]=1[C:40]([F:43])([F:42])[F:41])(=O)=O.C([O-])([O-])=O.[K+].[K+]. Product: [CH3:37][N:34]1[C:32]2[CH:33]=[C:28]([C:25]3[CH:26]=[CH:27][C:22]([O:21][CH2:20][CH2:19][N:7]4[C:6](=[O:11])[C:5]5([CH2:12][CH2:13][N:2]([CH3:1])[CH2:3][CH2:4]5)[NH:9][C:8]4=[O:10])=[C:23]([C:40]([F:41])([F:42])[F:43])[CH:24]=3)[N:7]=[C:6]([C:5]#[N:9])[C:31]=2[N:36]=[CH:35]1. The catalyst class is: 589.